Dataset: Reaction yield outcomes from USPTO patents with 853,638 reactions. Task: Predict the reaction yield, written as a fraction of the theoretical maximum amount of product (1.0 means a 100% yield; for example, 0.34 means a 34% yield). (1) The reactants are [CH3:1][C:2]([CH3:31])([CH3:30])[CH2:3][C:4]([NH:6][C:7]1[C:8]([CH3:29])=[C:9](B(O)O)[C:10]2[O:14][CH2:13][CH:12]([C:15]3[CH:20]=[CH:19][C:18]([CH:21]([CH3:23])[CH3:22])=[CH:17][CH:16]=3)[C:11]=2[C:24]=1[CH3:25])=[O:5].[C:32]([C:35]1[S:36][C:37](Br)=[CH:38][CH:39]=1)(=[O:34])[CH3:33]. The catalyst is CCCCCC.C(OCC)(=O)C. The product is [C:32]([C:35]1[S:36][C:37]([C:9]2[C:10]3[O:14][CH2:13][CH:12]([C:15]4[CH:20]=[CH:19][C:18]([CH:21]([CH3:22])[CH3:23])=[CH:17][CH:16]=4)[C:11]=3[C:24]([CH3:25])=[C:7]([NH:6][C:4](=[O:5])[CH2:3][C:2]([CH3:1])([CH3:30])[CH3:31])[C:8]=2[CH3:29])=[CH:38][CH:39]=1)(=[O:34])[CH3:33]. The yield is 0.650. (2) No catalyst specified. The yield is 0.380. The reactants are [O:1]=[C:2]1[NH:7][C:6]2[CH:8]=[C:9]([C:12]([OH:14])=O)[CH:10]=[CH:11][C:5]=2[O:4][CH2:3]1.[CH3:15][O:16][C:17]1[CH:26]=[C:25]2[C:20]([N:21]=[CH:22][C:23]([S:27][CH2:28][CH2:29][N:30]3[CH2:35][CH2:34][CH:33]([NH2:36])[CH2:32][CH2:31]3)=[N:24]2)=[CH:19][CH:18]=1. The product is [CH3:15][O:16][C:17]1[CH:26]=[C:25]2[C:20]([N:21]=[CH:22][C:23]([S:27][CH2:28][CH2:29][N:30]3[CH2:31][CH2:32][CH:33]([NH:36][C:12]([C:9]4[CH:10]=[CH:11][C:5]5[O:4][CH2:3][C:2](=[O:1])[NH:7][C:6]=5[CH:8]=4)=[O:14])[CH2:34][CH2:35]3)=[N:24]2)=[CH:19][CH:18]=1.